From a dataset of Full USPTO retrosynthesis dataset with 1.9M reactions from patents (1976-2016). Predict the reactants needed to synthesize the given product. (1) Given the product [Cl:1][C:2]1[CH:3]=[C:4](/[C:8](/[C:10]2[CH:14]=[C:13]([CH:15]3[O:19][CH2:18][CH2:17][O:16]3)[S:12][CH:11]=2)=[N:26]\[S:24]([C:21]([CH3:23])([CH3:22])[CH3:20])=[O:25])[CH:5]=[CH:6][CH:7]=1, predict the reactants needed to synthesize it. The reactants are: [Cl:1][C:2]1[CH:3]=[C:4]([C:8]([C:10]2[CH:14]=[C:13]([CH:15]3[O:19][CH2:18][CH2:17][O:16]3)[S:12][CH:11]=2)=O)[CH:5]=[CH:6][CH:7]=1.[CH3:20][C:21]([S:24]([NH2:26])=[O:25])([CH3:23])[CH3:22]. (2) Given the product [C:1]([O:5][C:6]([N:8]1[CH2:12][CH:11]([CH2:13][C:14]2[CH:15]=[C:16]([F:21])[CH:17]=[C:18]([F:20])[CH:19]=2)[CH:10]([CH2:22][N:23]([CH2:24][CH2:25][CH2:26][C:27]([O:29][C:30]([CH3:33])([CH3:32])[CH3:31])=[O:28])[C:45]([CH:43]2[C:42]3[C:37](=[CH:38][CH:39]=[CH:40][CH:41]=3)[NH:36][C:35](=[O:34])[CH2:44]2)=[O:46])[CH2:9]1)=[O:7])([CH3:3])([CH3:4])[CH3:2], predict the reactants needed to synthesize it. The reactants are: [C:1]([O:5][C:6]([N:8]1[CH2:12][CH:11]([CH2:13][C:14]2[CH:19]=[C:18]([F:20])[CH:17]=[C:16]([F:21])[CH:15]=2)[CH:10]([CH2:22][NH:23][CH2:24][CH2:25][CH2:26][C:27]([O:29][C:30]([CH3:33])([CH3:32])[CH3:31])=[O:28])[CH2:9]1)=[O:7])([CH3:4])([CH3:3])[CH3:2].[O:34]=[C:35]1[CH2:44][CH:43]([C:45](O)=[O:46])[C:42]2[C:37](=[CH:38][CH:39]=[CH:40][CH:41]=2)[NH:36]1.C1N(P(Cl)(N2C(=O)OCC2)=O)C(=O)OC1.CCN(CC)CC. (3) Given the product [C:1]([NH:9][C:10]1[CH:15]=[CH:14][C:13]([C:16]2[N:20]([CH:21]([CH:31]3[CH2:32][CH2:33][CH2:34][CH2:35][CH2:36]3)[C:22]([NH:24][CH:25]3[CH2:30][CH2:29][CH2:28][CH2:27][CH2:26]3)=[O:23])[C:19]3[CH:37]=[CH:38][CH:39]=[CH:40][C:18]=3[N:17]=2)=[CH:12][CH:11]=1)(=[O:3])[CH3:2], predict the reactants needed to synthesize it. The reactants are: [C:1](OC(=O)C)(=[O:3])[CH3:2].Cl.[NH2:9][C:10]1[CH:15]=[CH:14][C:13]([C:16]2[N:20]([CH:21]([CH:31]3[CH2:36][CH2:35][CH2:34][CH2:33][CH2:32]3)[C:22]([NH:24][CH:25]3[CH2:30][CH2:29][CH2:28][CH2:27][CH2:26]3)=[O:23])[C:19]3[CH:37]=[CH:38][CH:39]=[CH:40][C:18]=3[N:17]=2)=[CH:12][CH:11]=1.N1C=CC=CC=1.Cl.